This data is from Peptide-MHC class II binding affinity with 134,281 pairs from IEDB. The task is: Regression. Given a peptide amino acid sequence and an MHC pseudo amino acid sequence, predict their binding affinity value. This is MHC class II binding data. (1) The peptide sequence is YDEPMTPGQCNMVVE. The MHC is HLA-DQA10102-DQB10502 with pseudo-sequence HLA-DQA10102-DQB10502. The binding affinity (normalized) is 0.0616. (2) The peptide sequence is RVIAGALEVHAVKPV. The MHC is HLA-DPA10201-DPB11401 with pseudo-sequence HLA-DPA10201-DPB11401. The binding affinity (normalized) is 0.532.